Task: Predict the reactants needed to synthesize the given product.. Dataset: Full USPTO retrosynthesis dataset with 1.9M reactions from patents (1976-2016) The reactants are: [CH:1]([NH:3][C:4]1[NH:8][C:7]([C:9]2[CH:14]=[CH:13][C:12]([F:15])=[CH:11][CH:10]=2)=[N:6][C:5]=1[C:16]1[CH:21]=[CH:20][CH:19]=[CH:18][CH:17]=1)=O.B.Cl.C(=O)([O-])O.[Na+]. Given the product [CH3:1][NH:3][C:4]1[NH:8][C:7]([C:9]2[CH:10]=[CH:11][C:12]([F:15])=[CH:13][CH:14]=2)=[N:6][C:5]=1[C:16]1[CH:17]=[CH:18][CH:19]=[CH:20][CH:21]=1, predict the reactants needed to synthesize it.